Dataset: Reaction yield outcomes from USPTO patents with 853,638 reactions. Task: Predict the reaction yield, written as a fraction of the theoretical maximum amount of product (1.0 means a 100% yield; for example, 0.34 means a 34% yield). (1) The reactants are [F:1][C:2]1[CH:7]=[CH:6][CH:5]=[CH:4][C:3]=1[O:8][CH3:9].CN(C)CCN(C)CCN(C)C.C([Li])CCC.C[O:28]B(OC)OC.C(O)(=O)C.OO. The catalyst is O.O1CCCC1. The product is [F:1][C:2]1[C:3]([O:8][CH3:9])=[CH:4][CH:5]=[CH:6][C:7]=1[OH:28]. The yield is 0.730. (2) The reactants are [CH3:1][O:2][C:3]1[CH:4]=[C:5]2[C:10](=[C:11]([NH2:13])[CH:12]=1)[N:9]=[CH:8][CH:7]=[CH:6]2.[N:14]1[CH:19]=[CH:18][CH:17]=[C:16]([S:20](Cl)(=[O:22])=[O:21])[CH:15]=1. No catalyst specified. The product is [CH3:1][O:2][C:3]1[CH:4]=[C:5]2[C:10](=[C:11]([NH:13][S:20]([C:16]3[CH:15]=[N:14][CH:19]=[CH:18][CH:17]=3)(=[O:22])=[O:21])[CH:12]=1)[N:9]=[CH:8][CH:7]=[CH:6]2. The yield is 0.390. (3) The reactants are [Cl:1][C:2]1[CH:3]=[CH:4][CH:5]=[C:6]2[C:11]=1[N:10]=[C:9]([C:12]1[CH:17]=[CH:16][CH:15]=[CH:14][C:13]=1[Cl:18])[C:8]([CH2:19][NH2:20])=[CH:7]2.Cl[C:22]1[CH:27]=[CH:26][N:25]=[C:24]2[N:28](C(OC(C)(C)C)=O)[CH:29]=[N:30][C:23]=12.C(N(C(C)C)CC)(C)C.C(O)CCC. The catalyst is CC1C(NC(CN2CCOCC2)=O)=C(C)C=C(OCC2C=CC=CC=2)C=1. The product is [Cl:1][C:2]1[CH:3]=[CH:4][CH:5]=[C:6]2[C:11]=1[N:10]=[C:9]([C:12]1[CH:17]=[CH:16][CH:15]=[CH:14][C:13]=1[Cl:18])[C:8]([CH2:19][NH:20][C:22]1[CH:27]=[CH:26][N:25]=[C:24]3[NH:28][CH:29]=[N:30][C:23]=13)=[CH:7]2. The yield is 0.150.